This data is from Peptide-MHC class I binding affinity with 185,985 pairs from IEDB/IMGT. The task is: Regression. Given a peptide amino acid sequence and an MHC pseudo amino acid sequence, predict their binding affinity value. This is MHC class I binding data. The peptide sequence is IKLEPVHGVY. The binding affinity (normalized) is 0. The MHC is HLA-B44:03 with pseudo-sequence HLA-B44:03.